Predict the reaction yield, written as a fraction of the theoretical maximum amount of product (1.0 means a 100% yield; for example, 0.34 means a 34% yield). From a dataset of Reaction yield outcomes from USPTO patents with 853,638 reactions. The reactants are Cl.[C:2]([C:6]1[NH:10][C:9]2[CH:11]=[CH:12][CH:13]=[C:14]([C:15]([OH:17])=O)[C:8]=2[N:7]=1)([CH3:5])([CH3:4])[CH3:3].C(N1C=CN=C1)(N1C=CN=C1)=O.[C:30]([O:34][C:35]([N:37]1[CH2:42][CH2:41][CH:40]([CH2:43][NH2:44])[CH2:39][CH2:38]1)=[O:36])([CH3:33])([CH3:32])[CH3:31].N12CCN(CC1)CC2. The catalyst is CN(C)C=O.O.C(OCC)(=O)C. The product is [C:30]([O:34][C:35]([N:37]1[CH2:42][CH2:41][CH:40]([CH2:43][NH:44][C:15]([C:14]2[C:8]3[N:7]=[C:6]([C:2]([CH3:3])([CH3:4])[CH3:5])[NH:10][C:9]=3[CH:11]=[CH:12][CH:13]=2)=[O:17])[CH2:39][CH2:38]1)=[O:36])([CH3:33])([CH3:32])[CH3:31]. The yield is 0.730.